From a dataset of Full USPTO retrosynthesis dataset with 1.9M reactions from patents (1976-2016). Predict the reactants needed to synthesize the given product. Given the product [S:17]1[C:18]2[CH:24]=[CH:23][CH:22]=[CH:21][C:19]=2[N:20]=[C:16]1[CH2:15][O:1][NH:2][C:3]1[CH:13]=[CH:12][CH:11]=[CH:10][C:4]=1[C:5]([O:7][CH2:8][CH3:9])=[O:6], predict the reactants needed to synthesize it. The reactants are: [OH:1][NH:2][C:3]1[CH:13]=[CH:12][CH:11]=[CH:10][C:4]=1[C:5]([O:7][CH2:8][CH3:9])=[O:6].Cl[CH2:15][C:16]1[S:17][C:18]2[CH:24]=[CH:23][CH:22]=[CH:21][C:19]=2[N:20]=1.